From a dataset of Forward reaction prediction with 1.9M reactions from USPTO patents (1976-2016). Predict the product of the given reaction. (1) Given the reactants O=C1C2C(=CC=CC=2)C(=O)[N:3]1[CH2:12][CH2:13][CH2:14][CH2:15][N:16]1[CH2:21][CH2:20][N:19]([C:22]([O:24][C:25]([CH3:28])([CH3:27])[CH3:26])=[O:23])[CH2:18][CH2:17]1.O.NN, predict the reaction product. The product is: [NH2:3][CH2:12][CH2:13][CH2:14][CH2:15][N:16]1[CH2:21][CH2:20][N:19]([C:22]([O:24][C:25]([CH3:28])([CH3:27])[CH3:26])=[O:23])[CH2:18][CH2:17]1. (2) Given the reactants [CH2:1]([O:3][C:4]1[C:37]([CH:38]([CH3:40])[CH3:39])=[CH:36][CH:35]=[CH:34][C:5]=1[CH2:6][N:7]([CH3:33])[C:8](=[O:32])[CH:9]=[CH:10][C:11]1[CH:31]=[N:30][C:14]2[NH:15][C:16](=[O:29])[CH2:17][N:18](CC3C=CC(OC)=CC=3)[CH2:19][C:13]=2[CH:12]=1)[CH3:2].[Cl:41]C(OC(Cl)C)=O, predict the reaction product. The product is: [ClH:41].[CH2:1]([O:3][C:4]1[C:37]([CH:38]([CH3:39])[CH3:40])=[CH:36][CH:35]=[CH:34][C:5]=1[CH2:6][N:7]([CH3:33])[C:8](=[O:32])/[CH:9]=[CH:10]/[C:11]1[CH:31]=[N:30][C:14]2[NH:15][C:16](=[O:29])[CH2:17][NH:18][CH2:19][C:13]=2[CH:12]=1)[CH3:2]. (3) Given the reactants Br[C:2]1[N:7]=[C:6]2[N:8]([C@@H:13]3[C:21]4[C:16](=[CH:17][C:18]([C:22]5[CH:27]=[CH:26][CH:25]=[CH:24][C:23]=5[C:28]5[N:32]([C:33]([C:46]6[CH:51]=[CH:50][CH:49]=[CH:48][CH:47]=6)([C:40]6[CH:45]=[CH:44][CH:43]=[CH:42][CH:41]=6)[C:34]6[CH:39]=[CH:38][CH:37]=[CH:36][CH:35]=6)[N:31]=[N:30][N:29]=5)=[CH:19][CH:20]=4)[CH2:15][CH2:14]3)[C:9]([CH2:11][CH3:12])=[N:10][C:5]2=[C:4]([CH3:52])[CH:3]=1.[C:53]([C:55]1[CH:56]=[N:57][CH:58]=[CH:59][CH:60]=1)#[CH:54], predict the reaction product. The product is: [CH2:11]([C:9]1[N:8]([C@@H:13]2[C:21]3[C:16](=[CH:17][C:18]([C:22]4[CH:27]=[CH:26][CH:25]=[CH:24][C:23]=4[C:28]4[N:32]([C:33]([C:34]5[CH:39]=[CH:38][CH:37]=[CH:36][CH:35]=5)([C:46]5[CH:47]=[CH:48][CH:49]=[CH:50][CH:51]=5)[C:40]5[CH:41]=[CH:42][CH:43]=[CH:44][CH:45]=5)[N:31]=[N:30][N:29]=4)=[CH:19][CH:20]=3)[CH2:15][CH2:14]2)[C:6]2=[N:7][C:2]([C:54]#[C:53][C:55]3[CH:56]=[N:57][CH:58]=[CH:59][CH:60]=3)=[CH:3][C:4]([CH3:52])=[C:5]2[N:10]=1)[CH3:12]. (4) Given the reactants [Br:1][C:2]12[CH:9]([OH:10])[CH2:8][O:7][CH:3]1[O:4][CH2:5][CH2:6]2.C(OC=C)(=O)C.C([O-])(=O)C, predict the reaction product. The product is: [Br:1][C@:2]12[C@@H:9]([OH:10])[CH2:8][O:7][C@H:3]1[O:4][CH2:5][CH2:6]2. (5) Given the reactants [Br:1][C:2]1[C:3]([F:11])=[C:4]2[CH:10]=[CH:9][NH:8][C:5]2=[N:6][CH:7]=1.[N+:12]([O-])([OH:14])=[O:13], predict the reaction product. The product is: [Br:1][C:2]1[C:3]([F:11])=[C:4]2[C:10]([N+:12]([O-:14])=[O:13])=[CH:9][NH:8][C:5]2=[N:6][CH:7]=1. (6) Given the reactants [CH2:1]([O:3][C:4](=[O:18])[C:5](=O)[CH2:6][C:7]1[C:12]([N+:13]([O-])=O)=[CH:11][N:10]=[C:9]([Cl:16])[CH:8]=1)[CH3:2].[Cl-].[NH4+], predict the reaction product. The product is: [CH2:1]([O:3][C:4]([C:5]1[NH:13][C:12]2=[CH:11][N:10]=[C:9]([Cl:16])[CH:8]=[C:7]2[CH:6]=1)=[O:18])[CH3:2]. (7) Given the reactants [CH3:1][C:2]1[C:3]([C:15]([O:17]CC)=[O:16])=[C:4]2[CH:9]=[CH:8][CH:7]=[N:6][N:5]2[C:10]=1[CH:11]([NH:13][CH3:14])[CH3:12].O.[OH-].[Li+].[CH3:23][C:24](OC(C)=O)=[O:25].Cl, predict the reaction product. The product is: [CH3:1][C:2]1[C:3]([C:15]([OH:17])=[O:16])=[C:4]2[CH:9]=[CH:8][CH:7]=[N:6][N:5]2[C:10]=1[CH:11]([N:13]([CH3:14])[C:24](=[O:25])[CH3:23])[CH3:12].